Dataset: Reaction yield outcomes from USPTO patents with 853,638 reactions. Task: Predict the reaction yield, written as a fraction of the theoretical maximum amount of product (1.0 means a 100% yield; for example, 0.34 means a 34% yield). (1) The reactants are [O:1]1[CH2:6][CH2:5][CH2:4][CH2:3][CH:2]1[O:7][C:8]1[CH:13]=[CH:12][C:11]([C:14]([C:16]2[N:21]=[CH:20][C:19](B3OC(C)(C)C(C)(C)O3)=[CH:18][N:17]=2)=[O:15])=[CH:10][CH:9]=1.[OH:31]O. The product is [OH:31][C:19]1[CH:18]=[N:17][C:16]([C:14]([C:11]2[CH:12]=[CH:13][C:8]([O:7][CH:2]3[CH2:3][CH2:4][CH2:5][CH2:6][O:1]3)=[CH:9][CH:10]=2)=[O:15])=[N:21][CH:20]=1. The yield is 0.800. The catalyst is C1COCC1. (2) The reactants are [C:1]([C:3]1[S:4][C:5]2[C:11]([C:12]#[N:13])=[C:10](/[N:14]=[CH:15]/[N:16](C)C)[CH:9]=[CH:8][C:6]=2[N:7]=1)#[N:2].N[C:20]1[CH:21]=[C:22]([CH:25]=[CH:26][CH:27]=1)[C:23]#[N:24].[K+].[Br-]. The catalyst is C(Cl)Cl.CCOC(C)=O. The product is [C:23]([C:22]1[CH:21]=[C:20]([NH:13][C:12]2[C:11]3[C:10](=[CH:9][CH:8]=[C:6]4[N:7]=[C:3]([C:1]#[N:2])[S:4][C:5]4=3)[N:14]=[CH:15][N:16]=2)[CH:27]=[CH:26][CH:25]=1)#[N:24]. The yield is 0.400. (3) The reactants are B.[CH2:2]=[C:3]1[CH:8]2[CH2:9][CH2:10][N:5]([CH2:6][CH2:7]2)[CH2:4]1.C(N(CC)CC)C.[C:18](Cl)(=[N:21][OH:22])[CH2:19][CH3:20].O. The catalyst is ClCCl. The product is [CH2:19]([C:18]1[CH2:2][C:3]2([CH2:4][N:5]3[CH2:10][CH2:9][CH:8]2[CH2:7][CH2:6]3)[O:22][N:21]=1)[CH3:20]. The yield is 0.350. (4) The reactants are [Cl:1][C:2]1[N:3]=[C:4](Cl)[C:5]2[O:10][CH:9]=[CH:8][C:6]=2[N:7]=1.[NH:12]1[CH2:17][CH2:16][O:15][CH2:14][CH2:13]1. The catalyst is CO. The product is [Cl:1][C:2]1[N:3]=[C:4]([N:12]2[CH2:17][CH2:16][O:15][CH2:14][CH2:13]2)[C:5]2[O:10][CH:9]=[CH:8][C:6]=2[N:7]=1. The yield is 0.480. (5) The reactants are [C:1]([Si:5]([C:21]1[CH:26]=[CH:25][CH:24]=[CH:23][CH:22]=1)([C:15]1[CH:20]=[CH:19][CH:18]=[CH:17][CH:16]=1)[O:6][C@@H:7]1[CH2:11][C@H:10]([C:12]#[N:13])[C@@H:9]([OH:14])[CH2:8]1)([CH3:4])([CH3:3])[CH3:2].[CH3:27]I. The catalyst is [Ag-]=O. The product is [C:1]([Si:5]([C:21]1[CH:22]=[CH:23][CH:24]=[CH:25][CH:26]=1)([C:15]1[CH:20]=[CH:19][CH:18]=[CH:17][CH:16]=1)[O:6][C@@H:7]1[CH2:11][C@H:10]([C:12]#[N:13])[C@@H:9]([O:14][CH3:27])[CH2:8]1)([CH3:4])([CH3:2])[CH3:3]. The yield is 0.780.